Task: Predict the reactants needed to synthesize the given product.. Dataset: Full USPTO retrosynthesis dataset with 1.9M reactions from patents (1976-2016) (1) The reactants are: [F:1][C:2]1[CH:7]=[CH:6][C:5]([CH:8]([C:13]2[CH:18]=[CH:17][C:16]([F:19])=[CH:15][CH:14]=2)[CH2:9][CH2:10][CH2:11]Cl)=[CH:4][CH:3]=1.[CH3:20][CH:21]([CH3:37])[C:22]([NH:24][C:25]1[CH:30]=[CH:29][CH:28]=[C:27]([CH:31]2[CH2:36][CH2:35][NH:34][CH2:33][CH2:32]2)[CH:26]=1)=[O:23].C(N(C(C)C)CC)(C)C.N. Given the product [F:1][C:2]1[CH:7]=[CH:6][C:5]([CH:8]([C:13]2[CH:18]=[CH:17][C:16]([F:19])=[CH:15][CH:14]=2)[CH2:9][CH2:10][CH2:11][N:34]2[CH2:35][CH2:36][CH:31]([C:27]3[CH:26]=[C:25]([NH:24][C:22](=[O:23])[CH:21]([CH3:20])[CH3:37])[CH:30]=[CH:29][CH:28]=3)[CH2:32][CH2:33]2)=[CH:4][CH:3]=1, predict the reactants needed to synthesize it. (2) Given the product [Cl:3][C:4]1[CH:9]=[CH:8][C:7]([NH2:1])=[CH:6][C:5]=1[O:11][CH3:12], predict the reactants needed to synthesize it. The reactants are: [NH3:1].[Na].[Cl:3][C:4]1[CH:9]=[CH:8][C:7](Cl)=[CH:6][C:5]=1[O:11][CH3:12].